This data is from Retrosynthesis with 50K atom-mapped reactions and 10 reaction types from USPTO. The task is: Predict the reactants needed to synthesize the given product. (1) Given the product Nc1ccc2c(cnn2Cc2cccc(F)c2)c1, predict the reactants needed to synthesize it. The reactants are: O=[N+]([O-])c1ccc2c(cnn2Cc2cccc(F)c2)c1. (2) Given the product CC(Cc1c[nH]c2ccccc12)(NC(=O)OC1C2CC3CC(C2)CC1C3)C(=O)NCCC1=CCCc2ccccc21, predict the reactants needed to synthesize it. The reactants are: CC(Cc1c[nH]c2ccccc12)(NC(=O)OC1C2CC3CC(C2)CC1C3)C(=O)O.NCCC1=CCCc2ccccc21.